Task: Predict the reactants needed to synthesize the given product.. Dataset: Full USPTO retrosynthesis dataset with 1.9M reactions from patents (1976-2016) (1) The reactants are: [Cl:1][C:2]1[CH:18]=[CH:17][C:5]2[CH2:6][CH2:7][N:8]([C:11](=[O:16])[C:12]([F:15])([F:14])[F:13])[CH2:9][CH2:10][C:4]=2[C:3]=1OS(C(F)(F)F)(=O)=O.[C:27]1([C:33]2([NH2:36])[CH2:35][CH2:34]2)[CH:32]=[CH:31][CH:30]=[CH:29][CH:28]=1.C1C=CC(P(C2C(C3C(P(C4C=CC=CC=4)C4C=CC=CC=4)=CC=C4C=3C=CC=C4)=C3C(C=CC=C3)=CC=2)C2C=CC=CC=2)=CC=1.C(=O)([O-])[O-].[Cs+].[Cs+]. Given the product [Cl:1][C:2]1[CH:18]=[CH:17][C:5]2[CH2:6][CH2:7][N:8]([C:11](=[O:16])[C:12]([F:15])([F:14])[F:13])[CH2:9][CH2:10][C:4]=2[C:3]=1[NH:36][C:33]1([C:27]2[CH:32]=[CH:31][CH:30]=[CH:29][CH:28]=2)[CH2:35][CH2:34]1, predict the reactants needed to synthesize it. (2) The reactants are: I[C:2]1[CH:19]=[CH:18][C:5]([O:6][CH2:7][C:8]([N:11]2[CH2:16][CH2:15][CH:14]([CH3:17])[CH2:13][CH2:12]2)([CH3:10])[CH3:9])=[CH:4][CH:3]=1.[Cl:20][C:21]1[CH:26]=[CH:25][C:24]([C:27]2[CH:28]=[CH:29][C:30]([C:33]#[CH:34])=[N:31][CH:32]=2)=[CH:23][CH:22]=1. Given the product [Cl:20][C:21]1[CH:22]=[CH:23][C:24]([C:27]2[CH:28]=[CH:29][C:30]([C:33]#[C:34][C:2]3[CH:19]=[CH:18][C:5]([O:6][CH2:7][C:8]([CH3:10])([N:11]4[CH2:16][CH2:15][CH:14]([CH3:17])[CH2:13][CH2:12]4)[CH3:9])=[CH:4][CH:3]=3)=[N:31][CH:32]=2)=[CH:25][CH:26]=1, predict the reactants needed to synthesize it. (3) Given the product [NH2:23][C:21](=[O:22])[C:20](=[O:24])[CH:19]([NH:18][C:15]([C@H:9]1[CH2:10][C@H:11]([CH3:14])[C:12](=[O:13])[N:8]1[CH2:1][C:2]1[CH:3]=[CH:4][CH:5]=[CH:6][CH:7]=1)=[O:17])[CH2:25][C:26]1[CH:27]=[CH:28][CH:29]=[CH:30][CH:31]=1, predict the reactants needed to synthesize it. The reactants are: [CH2:1]([N:8]1[C:12](=[O:13])[C@@H:11]([CH3:14])[CH2:10][C@@H:9]1[C:15]([OH:17])=O)[C:2]1[CH:7]=[CH:6][CH:5]=[CH:4][CH:3]=1.[NH2:18][CH:19]([CH2:25][C:26]1[CH:31]=[CH:30][CH:29]=[CH:28][CH:27]=1)[CH:20]([OH:24])[C:21]([NH2:23])=[O:22].O[NH-].O=[N-].